The task is: Regression/Classification. Given a drug SMILES string, predict its absorption, distribution, metabolism, or excretion properties. Task type varies by dataset: regression for continuous measurements (e.g., permeability, clearance, half-life) or binary classification for categorical outcomes (e.g., BBB penetration, CYP inhibition). Dataset: cyp2c9_veith.. This data is from CYP2C9 inhibition data for predicting drug metabolism from PubChem BioAssay. (1) The drug is CCCCN(CC)C(=O)Cc1ccccc1OC. The result is 0 (non-inhibitor). (2) The molecule is CN1CCN(C2=Nc3ccccc3Oc3ccc(Cl)cc32)CC1.O=C(O)CCC(=O)O. The result is 0 (non-inhibitor). (3) The compound is COCCn1c(=O)c(-c2cccc(C#N)c2)nc2cnc(Nc3ccccc3)nc21. The result is 0 (non-inhibitor).